This data is from Full USPTO retrosynthesis dataset with 1.9M reactions from patents (1976-2016). The task is: Predict the reactants needed to synthesize the given product. (1) The reactants are: [CH2:1]([O:3][C:4](=[O:13])[CH2:5][C:6]1[CH:11]=[CH:10][CH:9]=[C:8]([OH:12])[CH:7]=1)[CH3:2].N1C=CN=C1.[CH3:19][C:20]([Si:23](Cl)([CH3:25])[CH3:24])([CH3:22])[CH3:21].O. Given the product [CH2:1]([O:3][C:4](=[O:13])[CH2:5][C:6]1[CH:11]=[CH:10][CH:9]=[C:8]([O:12][Si:23]([C:20]([CH3:22])([CH3:21])[CH3:19])([CH3:25])[CH3:24])[CH:7]=1)[CH3:2], predict the reactants needed to synthesize it. (2) Given the product [Cl:1][C:2]1[CH:3]=[C:4]2[C:12](=[C:13]([NH:15][C:16]([C@@H:18]3[CH2:23][O:22][C:21]([CH3:24])([CH3:25])[CH2:20][N:19]3[CH2:26][C@@H:27]([NH:29][C:30](=[O:32])[CH3:31])[CH3:28])=[O:17])[CH:14]=1)[NH:11][C:10]1[CH:9]=[N:8][CH:7]=[CH:6][C:5]2=1, predict the reactants needed to synthesize it. The reactants are: [Cl:1][C:2]1[CH:3]=[C:4]2[C:12](=[C:13]([NH:15][C:16]([CH:18]3[CH2:23][O:22][C:21]([CH3:25])([CH3:24])[CH2:20][N:19]3[CH2:26][CH:27]([NH2:29])[CH3:28])=[O:17])[CH:14]=1)[NH:11][C:10]1[CH:9]=[N:8][CH:7]=[CH:6][C:5]2=1.[C:30](OC(=O)C)(=[O:32])[CH3:31].C([O-])(=O)C.[NH4+]. (3) Given the product [NH:1]1[C:9]2[C:4](=[CH:5][C:6]([CH2:10][NH2:11])=[CH:7][CH:8]=2)[CH:3]=[CH:2]1, predict the reactants needed to synthesize it. The reactants are: [NH:1]1[C:9]2[C:4](=[CH:5][C:6]([C:10]#[N:11])=[CH:7][CH:8]=2)[CH:3]=[CH:2]1. (4) Given the product [ClH:8].[Cl:8][C:9]1[C:17]2[N:16]([CH2:18][CH2:19][O:20][C:21]3[CH:26]=[CH:25][CH:24]=[CH:23][CH:22]=3)[C:15]3[CH2:27][CH2:28][NH:29][CH2:30][CH2:31][C:14]=3[C:13]=2[C:12]([Cl:39])=[CH:11][CH:10]=1, predict the reactants needed to synthesize it. The reactants are: C(O)(C(F)(F)F)=O.[Cl:8][C:9]1[C:17]2[N:16]([CH2:18][CH2:19][O:20][C:21]3[CH:26]=[CH:25][CH:24]=[CH:23][CH:22]=3)[C:15]3[CH2:27][CH2:28][N:29](C(OC(C)(C)C)=O)[CH2:30][CH2:31][C:14]=3[C:13]=2[C:12]([Cl:39])=[CH:11][CH:10]=1.[OH-].[Na+]. (5) Given the product [CH3:82][C:79]([CH3:80])([CH3:81])[C@H:13]([NH:12][C:10](=[O:11])[C@@H:9]([NH:8][CH3:84])[CH3:83])[C:14]([N:16]1[C@H:25]([C:26]([NH:28][C@@H:29]([CH2:33][C:34]2[CH:35]=[CH:36][CH:37]=[CH:38][CH:39]=2)[C:30]([N:85]2[CH2:90][CH2:89][O:88][CH2:87][CH2:86]2)=[O:31])=[O:27])[CH2:24][C:23]2[C:18](=[CH:19][C:20]([C@H:40]3[CH2:44][C@@H:43]([C:45](=[O:57])[NH:46][C@H:47]4[C:56]5[C:51](=[CH:52][CH:53]=[CH:54][CH:55]=5)[CH2:50][CH2:49][CH2:48]4)[N:42]([C:58](=[O:78])[C@@H:59]([NH:64][C:65](=[O:77])[C@@H:66]([NH:68][CH3:70])[CH3:67])[C:60]([CH3:63])([CH3:62])[CH3:61])[CH2:41]3)=[CH:21][CH:22]=2)[CH2:17]1)=[O:15], predict the reactants needed to synthesize it. The reactants are: C(OC([N:8]([CH3:84])[C@@H:9]([CH3:83])[C:10]([NH:12][C@@H:13]([C:79]([CH3:82])([CH3:81])[CH3:80])[C:14]([N:16]1[C@H:25]([C:26]([NH:28][C@@H:29]([CH2:33][C:34]2[CH:39]=[CH:38][CH:37]=[CH:36][CH:35]=2)[C:30](O)=[O:31])=[O:27])[CH2:24][C:23]2[C:18](=[CH:19][C:20]([C@H:40]3[CH2:44][C@@H:43]([C:45](=[O:57])[NH:46][C@H:47]4[C:56]5[C:51](=[CH:52][CH:53]=[CH:54][CH:55]=5)[CH2:50][CH2:49][CH2:48]4)[N:42]([C:58](=[O:78])[C@@H:59]([NH:64][C:65](=[O:77])[C@@H:66]([N:68]([C:70](OC(C)(C)C)=O)C)[CH3:67])[C:60]([CH3:63])([CH3:62])[CH3:61])[CH2:41]3)=[CH:21][CH:22]=2)[CH2:17]1)=[O:15])=[O:11])=O)(C)(C)C.[NH:85]1[CH2:90][CH2:89][O:88][CH2:87][CH2:86]1.